Predict the reaction yield, written as a fraction of the theoretical maximum amount of product (1.0 means a 100% yield; for example, 0.34 means a 34% yield). From a dataset of Reaction yield outcomes from USPTO patents with 853,638 reactions. The reactants are C1(C)C(S([N:10]2[CH:14]=[CH:13][CH:12]=[C:11]2[C:15](=[O:36])[C:16]2[CH:21]=[C:20]([NH:22]C(=O)C(F)(F)F)[CH:19]=[C:18]([NH:29]C(=O)C(F)(F)F)[CH:17]=2)(=O)=O)=CC=CC=1.[OH-].[K+]. The catalyst is CCO. The product is [NH2:29][C:18]1[CH:17]=[C:16]([CH:21]=[C:20]([NH2:22])[CH:19]=1)[C:15]([C:11]1[NH:10][CH:14]=[CH:13][CH:12]=1)=[O:36]. The yield is 0.650.